Task: Regression. Given two drug SMILES strings and cell line genomic features, predict the synergy score measuring deviation from expected non-interaction effect.. Dataset: NCI-60 drug combinations with 297,098 pairs across 59 cell lines Drug 1: CN(C)C1=NC(=NC(=N1)N(C)C)N(C)C. Drug 2: C(CCl)NC(=O)N(CCCl)N=O. Cell line: NCI-H226. Synergy scores: CSS=8.84, Synergy_ZIP=0.824, Synergy_Bliss=10.1, Synergy_Loewe=5.44, Synergy_HSA=7.11.